This data is from Full USPTO retrosynthesis dataset with 1.9M reactions from patents (1976-2016). The task is: Predict the reactants needed to synthesize the given product. (1) Given the product [ClH:12].[NH2:2][CH2:1][CH:3]([CH:9]([CH3:10])[CH3:11])[C:4]([O:6][CH2:7][CH3:8])=[O:5], predict the reactants needed to synthesize it. The reactants are: [C:1]([C:3](=[C:9]([CH3:11])[CH3:10])[C:4]([O:6][CH2:7][CH3:8])=[O:5])#[N:2].[ClH:12]. (2) Given the product [CH2:1]([O:8][C:9]1[N:13]([CH2:14][C:15]2[CH:16]=[CH:17][C:18]([CH2:19][OH:20])=[CH:23][CH:24]=2)[N:12]=[C:11]([C:25]([CH3:28])([CH3:27])[CH3:26])[CH:10]=1)[C:2]1[CH:7]=[CH:6][CH:5]=[CH:4][CH:3]=1, predict the reactants needed to synthesize it. The reactants are: [CH2:1]([O:8][C:9]1[N:13]([CH2:14][C:15]2[CH:24]=[CH:23][C:18]([C:19](OC)=[O:20])=[CH:17][CH:16]=2)[N:12]=[C:11]([C:25]([CH3:28])([CH3:27])[CH3:26])[CH:10]=1)[C:2]1[CH:7]=[CH:6][CH:5]=[CH:4][CH:3]=1.[H-].[Al+3].[Li+].[H-].[H-].[H-].C(O)C.[Cl-].[NH4+]. (3) Given the product [C:1]([O:5][C:6]([N:8]1[CH2:12][CH2:11][C@H:10]([N:13]2[CH2:17][CH2:16][CH2:15][CH2:18][C@@H:14]2[CH3:19])[CH2:9]1)=[O:7])([CH3:2])([CH3:3])[CH3:4], predict the reactants needed to synthesize it. The reactants are: [C:1]([O:5][C:6]([N:8]1[CH2:12][CH2:11][C@H:10]([N:13]2[CH2:17][CH2:16][CH2:15][C@H:14]2[CH3:18])[CH2:9]1)=[O:7])([CH3:4])([CH3:3])[CH3:2].[C:19](OC(N1CC[C@@H](OS(C2C=CC(C)=CC=2)(=O)=O)C1)=O)(C)(C)C.C[C@H]1CCCCN1. (4) Given the product [F:2][C:3]1[N:4]=[CH:5][C:6]([OH:10])=[C:7]([I:9])[CH:8]=1, predict the reactants needed to synthesize it. The reactants are: Cl.[F:2][C:3]1[CH:8]=[C:7]([I:9])[C:6]([O:10]COC)=[CH:5][N:4]=1.C(=O)(O)[O-].[Na+]. (5) Given the product [F:15][C:14]1[CH:13]=[CH:12][C:11]([N:16]2[CH:20]=[CH:19][C:18]([CH3:21])=[N:17]2)=[CH:10][C:9]=1[OH:8], predict the reactants needed to synthesize it. The reactants are: C([O:8][C:9]1[CH:10]=[C:11]([N:16]2[CH:20]=[CH:19][C:18]([CH3:21])=[N:17]2)[CH:12]=[CH:13][C:14]=1[F:15])C1C=CC=CC=1. (6) The reactants are: [CH3:1][C:2]1[N:9]=[C:8]([N:10]2[CH2:14][CH2:13][C:12]3([CH2:19][CH2:18][NH:17][CH2:16][CH2:15]3)[CH2:11]2)[CH:7]=[CH:6][C:3]=1[C:4]#[N:5].[CH3:20][C:21]1[C:29]([C@@H:30]2[CH2:32][O:31]2)=[CH:28][CH:27]=[C:26]2[C:22]=1[CH2:23][O:24][C:25]2=[O:33]. Given the product [OH:31][C@H:30]([C:29]1[C:21]([CH3:20])=[C:22]2[C:26](=[CH:27][CH:28]=1)[C:25](=[O:33])[O:24][CH2:23]2)[CH2:32][N:17]1[CH2:18][CH2:19][C:12]2([CH2:11][N:10]([C:8]3[CH:7]=[CH:6][C:3]([C:4]#[N:5])=[C:2]([CH3:1])[N:9]=3)[CH2:14][CH2:13]2)[CH2:15][CH2:16]1, predict the reactants needed to synthesize it. (7) The reactants are: [CH3:1][C:2]1[C:10]([CH2:11][N:12]2[CH2:17][CH2:16][CH:15]([NH:18][C:19]3[C:20]4[CH:27]=[C:26]([CH2:28][C:29]([F:32])([F:31])[F:30])[S:25][C:21]=4[N:22]=[CH:23][N:24]=3)[CH2:14][CH2:13]2)=[CH:9][CH:8]=[C:7]2[C:3]=1[CH:4]=[C:5]([C:41]#[N:42])[N:6]2[CH2:33][CH2:34][N:35]1[CH2:40][CH2:39][NH:38][CH2:37][CH2:36]1.CCN(C(C)C)C(C)C.[C:52](Cl)(=[O:55])[CH2:53][CH3:54]. Given the product [CH3:1][C:2]1[C:10]([CH2:11][N:12]2[CH2:17][CH2:16][CH:15]([NH:18][C:19]3[C:20]4[CH:27]=[C:26]([CH2:28][C:29]([F:30])([F:32])[F:31])[S:25][C:21]=4[N:22]=[CH:23][N:24]=3)[CH2:14][CH2:13]2)=[CH:9][CH:8]=[C:7]2[C:3]=1[CH:4]=[C:5]([C:41]#[N:42])[N:6]2[CH2:33][CH2:34][N:35]1[CH2:36][CH2:37][N:38]([C:52](=[O:55])[CH2:53][CH3:54])[CH2:39][CH2:40]1, predict the reactants needed to synthesize it.